From a dataset of Reaction yield outcomes from USPTO patents with 853,638 reactions. Predict the reaction yield, written as a fraction of the theoretical maximum amount of product (1.0 means a 100% yield; for example, 0.34 means a 34% yield). The reactants are [Cl:1][C:2]1[N:3]=[C:4]2[C:9](=[CH:10][CH:11]=1)[N:8]=[CH:7][C:6]([CH:12]=O)=[C:5]2[NH:14][C:15]1[CH:20]=[CH:19][CH:18]=[C:17]([C:21]([F:24])([F:23])[F:22])[CH:16]=1.C(OP(CC([O:36][CH2:37][CH3:38])=O)(OCC)=O)C.C(=O)([O-])[O-].[K+].[K+]. The catalyst is C(O)(C)(C)C. The product is [Cl:1][C:2]1[N:3]=[C:4]2[C:9](=[CH:10][CH:11]=1)[N:8]=[CH:7][C:6]1[CH:12]=[CH:38][C:37](=[O:36])[N:14]([C:15]3[CH:20]=[CH:19][CH:18]=[C:17]([C:21]([F:22])([F:23])[F:24])[CH:16]=3)[C:5]2=1. The yield is 0.525.